Dataset: Reaction yield outcomes from USPTO patents with 853,638 reactions. Task: Predict the reaction yield, written as a fraction of the theoretical maximum amount of product (1.0 means a 100% yield; for example, 0.34 means a 34% yield). The reactants are [Cl:1][C:2]1[CH:7]=[C:6]([I:8])[CH:5]=[CH:4][C:3]=1[NH:9][C:10]1[N:15]([CH3:16])[C:14](=[O:17])[N:13]([CH3:18])[C:12](=[O:19])[C:11]=1[C:20](OC1C=CC=CC=1)=[O:21].[CH3:29][C:30]1([CH3:38])[O:34][C@@H:33]([CH2:35][O:36][NH2:37])[CH2:32][O:31]1. The catalyst is C1COCC1. The product is [Cl:1][C:2]1[CH:7]=[C:6]([I:8])[CH:5]=[CH:4][C:3]=1[NH:9][C:10]1[N:15]([CH3:16])[C:14](=[O:17])[N:13]([CH3:18])[C:12](=[O:19])[C:11]=1[C:20]([NH:37][O:36][CH2:35][C@H:33]1[CH2:32][O:31][C:30]([CH3:38])([CH3:29])[O:34]1)=[O:21]. The yield is 0.420.